Dataset: Full USPTO retrosynthesis dataset with 1.9M reactions from patents (1976-2016). Task: Predict the reactants needed to synthesize the given product. (1) Given the product [N:21]1([C:18]2[CH:17]=[CH:16][C:15]([NH:14][C:10]3[N:9]=[C:8]([CH2:7][CH2:6][C:5]4[CH:37]=[CH:38][CH:39]=[CH:40][C:4]=4[CH2:3][C:2]([NH2:1])=[O:41])[CH:13]=[CH:12][N:11]=3)=[CH:20][CH:19]=2)[CH2:22][CH2:23][NH:24][CH2:25][CH2:26]1, predict the reactants needed to synthesize it. The reactants are: [NH2:1][C:2](=[O:41])[CH2:3][C:4]1[CH:40]=[CH:39][CH:38]=[CH:37][C:5]=1[CH2:6][CH2:7][C:8]1[CH:13]=[CH:12][N:11]=[C:10]([NH:14][C:15]2[CH:20]=[CH:19][C:18]([N:21]3[CH2:26][CH2:25][N:24](C(OCC4C=CC=CC=4)=O)[CH2:23][CH2:22]3)=[CH:17][CH:16]=2)[N:9]=1.C1CCCCC1. (2) The reactants are: P([O-])([O-])([O-])=O.[K+].[K+].[K+].I[C:10]1[C:18]2[NH:17][C:16]3[CH2:19][CH2:20][N:21]([C:23]([O:25][C:26]([CH3:29])([CH3:28])[CH3:27])=[O:24])[CH2:22][C:15]=3[C:14]=2[CH:13]=[CH:12][CH:11]=1.[N:30]1([CH2:36][CH2:37][OH:38])[CH2:35][CH2:34][CH2:33][CH2:32][CH2:31]1. Given the product [N:30]1([CH2:36][CH2:37][O:38][C:10]2[C:18]3[NH:17][C:16]4[CH2:19][CH2:20][N:21]([C:23]([O:25][C:26]([CH3:29])([CH3:28])[CH3:27])=[O:24])[CH2:22][C:15]=4[C:14]=3[CH:13]=[CH:12][CH:11]=2)[CH2:35][CH2:34][CH2:33][CH2:32][CH2:31]1, predict the reactants needed to synthesize it. (3) Given the product [C:9]1([CH:10]=[CH:11][C:19]2[CH:24]=[CH:23][CH:22]=[CH:21][CH:20]=2)[CH:13]=[CH:14][CH:15]=[CH:7][CH:8]=1, predict the reactants needed to synthesize it. The reactants are: [O-]CC.[Na+].CO[C:7]1[CH:8]=[C:9]([CH:13]=[CH:14][C:15]=1OC)[CH2:10][C:11]#N.C(=O)[C:19]1[CH:24]=[CH:23][CH:22]=[CH:21][CH:20]=1.